Task: Predict the reactants needed to synthesize the given product.. Dataset: Full USPTO retrosynthesis dataset with 1.9M reactions from patents (1976-2016) (1) Given the product [C:3]1(/[C:9](/[C:11]2[CH:16]=[CH:15][C:14]([C:17]#[C:18][C:19]3[CH:24]=[CH:23][CH:22]=[CH:21][CH:20]=3)=[CH:13][CH:12]=2)=[CH:32]\[C:33]([O:35][CH2:38][CH3:39])=[O:34])[CH:8]=[CH:7][CH:6]=[CH:5][CH:4]=1, predict the reactants needed to synthesize it. The reactants are: [H-].[Na+].[C:3]1([C:9]([C:11]2[CH:16]=[CH:15][C:14]([C:17]#[C:18][C:19]3[CH:24]=[CH:23][CH:22]=[CH:21][CH:20]=3)=[CH:13][CH:12]=2)=O)[CH:8]=[CH:7][CH:6]=[CH:5][CH:4]=1.[C:33]([OH:35])(=[O:34])[CH2:32][C:32]([CH2:32][C:33]([OH:35])=[O:34])([C:33]([OH:35])=[O:34])O.[CH3:38][CH2:39]OCC. (2) Given the product [CH:38]1([CH2:41][CH2:36][CH2:37][NH:33][C:26]([NH:1][C:2]2[N:7]=[N:6][C:5]([N:8]3[CH2:9][CH2:10][N:11]([C:14](=[O:15])[C:16]4[CH:21]=[CH:20][CH:19]=[CH:18][C:17]=4[C:22]([F:25])([F:24])[F:23])[CH2:12][CH2:13]3)=[CH:4][CH:3]=2)=[O:27])[CH2:40][CH2:39]1, predict the reactants needed to synthesize it. The reactants are: [NH2:1][C:2]1[N:7]=[N:6][C:5]([N:8]2[CH2:13][CH2:12][N:11]([C:14]([C:16]3[CH:21]=[CH:20][CH:19]=[CH:18][C:17]=3[C:22]([F:25])([F:24])[F:23])=[O:15])[CH2:10][CH2:9]2)=[CH:4][CH:3]=1.[C:26]([N:33]1[CH:37]=[CH:36]N=C1)(N1C=CN=C1)=[O:27].[CH:38]1([CH2:41]CCN)[CH2:40][CH2:39]1. (3) Given the product [CH2:25]([O:24][C:22]([C:21]1[CH:20]=[C:19]([CH:34]=[CH:33][CH:32]=1)[CH2:18][N:3]1[C:2](=[O:1])[C:6]2([CH2:7][CH2:8][N:9]([CH2:36][CH2:37][CH2:38][N:39]3[C:47]4[C:42](=[CH:43][CH:44]=[CH:45][CH:46]=4)[CH:41]=[C:40]3[C:48]([O:50][C:51]([CH3:52])([CH3:54])[CH3:53])=[O:49])[CH2:10][CH2:11]2)[N:5]([C:12]2[CH:13]=[CH:14][CH:15]=[CH:16][CH:17]=2)[CH2:4]1)=[O:23])[C:26]1[CH:31]=[CH:30][CH:29]=[CH:28][CH:27]=1, predict the reactants needed to synthesize it. The reactants are: [O:1]=[C:2]1[C:6]2([CH2:11][CH2:10][NH:9][CH2:8][CH2:7]2)[N:5]([C:12]2[CH:17]=[CH:16][CH:15]=[CH:14][CH:13]=2)[CH2:4][N:3]1[CH2:18][C:19]1[CH:20]=[C:21]([CH:32]=[CH:33][CH:34]=1)[C:22]([O:24][CH2:25][C:26]1[CH:31]=[CH:30][CH:29]=[CH:28][CH:27]=1)=[O:23].Cl[CH2:36][CH2:37][CH2:38][N:39]1[C:47]2[C:42](=[CH:43][CH:44]=[CH:45][CH:46]=2)[CH:41]=[C:40]1[C:48]([O:50][C:51]([CH3:54])([CH3:53])[CH3:52])=[O:49].[I-].[Na+].C(=O)([O-])[O-].[K+].[K+]. (4) The reactants are: [C:1]1([OH:7])[CH:6]=[CH:5][CH:4]=[CH:3][CH:2]=1.[OH-].[K+].Cl[CH2:11][C:12]1[CH:20]=[CH:19][C:15]([C:16]([OH:18])=[O:17])=[CH:14][CH:13]=1.Cl. Given the product [O:7]([CH2:11][C:12]1[CH:20]=[CH:19][C:15]([C:16]([OH:18])=[O:17])=[CH:14][CH:13]=1)[C:1]1[CH:6]=[CH:5][CH:4]=[CH:3][CH:2]=1, predict the reactants needed to synthesize it. (5) Given the product [CH2:1]([O:3][C:4]([N:6]1[CH:11]([CH2:12][CH3:13])[CH2:10][CH:9]([NH2:14])[C:8]2[C:25]([CH3:29])=[N:26][N:27]([CH3:28])[C:7]1=2)=[O:5])[CH3:2], predict the reactants needed to synthesize it. The reactants are: [CH2:1]([O:3][C:4]([N:6]1[CH:11]([CH2:12][CH3:13])[CH2:10][CH:9]([NH:14]C(OCC2C=CC=CC=2)=O)[C:8]2[C:25]([CH3:29])=[N:26][N:27]([CH3:28])[C:7]1=2)=[O:5])[CH3:2].C([O-])=O.[NH4+]. (6) Given the product [F:1][CH:2]([CH2:16][CH2:17][N:18]1[CH:23]=[CH:22][C:21]([CH2:24][O:25][C:26]2[CH:27]=[CH:28][CH:29]=[CH:30][CH:31]=2)=[CH:20][C:19]1=[O:32])[CH2:3][N:4]1[CH:8]=[C:7]([C:9]([OH:11])=[O:10])[N:6]=[N:5]1, predict the reactants needed to synthesize it. The reactants are: [F:1][CH:2]([CH2:16][CH2:17][N:18]1[CH:23]=[CH:22][C:21]([CH2:24][O:25][C:26]2[CH:31]=[CH:30][CH:29]=[CH:28][CH:27]=2)=[CH:20][C:19]1=[O:32])[CH2:3][N:4]1[CH:8]=[C:7]([C:9]([O:11]C(C)(C)C)=[O:10])[N:6]=[N:5]1.FC(F)(F)C(O)=O. (7) Given the product [Br:1][C:2]1[CH:3]([OH:20])[O:4][C:5]2[C:10]([C:11]=1[CH3:12])=[CH:9][C:8]([O:13][CH:14]1[CH2:19][CH2:18][CH2:17][CH2:16][O:15]1)=[CH:7][CH:6]=2, predict the reactants needed to synthesize it. The reactants are: [Br:1][C:2]1[C:3](=[O:20])[O:4][C:5]2[C:10]([C:11]=1[CH3:12])=[CH:9][C:8]([O:13][CH:14]1[CH2:19][CH2:18][CH2:17][CH2:16][O:15]1)=[CH:7][CH:6]=2.[H-].C([Al+]CC(C)C)C(C)C.